Dataset: Reaction yield outcomes from USPTO patents with 853,638 reactions. Task: Predict the reaction yield, written as a fraction of the theoretical maximum amount of product (1.0 means a 100% yield; for example, 0.34 means a 34% yield). The reactants are [C:1]([C:4]1[O:5][CH:6]=[CH:7][C:8]=1[NH:9][C:10](=O)OC(C)(C)C)(=[O:3])[NH2:2].FC(F)(F)C(O)=O.CCOCC. The catalyst is ClCCl. The product is [N:9]1[C:8]2[CH:7]=[CH:6][O:5][C:4]=2[C:1](=[O:3])[NH:2][CH:10]=1. The yield is 1.00.